Dataset: Forward reaction prediction with 1.9M reactions from USPTO patents (1976-2016). Task: Predict the product of the given reaction. (1) Given the reactants [H-].[Na+].[F:3][C:4]1[CH:9]=[CH:8][C:7]([C:10]2[C:14]([CH2:15][OH:16])=[C:13](/[CH:17]=[CH:18]/[C:19]3[CH:24]=[CH:23][CH:22]=[CH:21][CH:20]=3)[O:12][N:11]=2)=[CH:6][CH:5]=1.Cl[C:26]1[CH:35]=[CH:34][C:29]([C:30]([O:32][CH3:33])=[O:31])=[CH:28][N:27]=1.[Cl-].[NH4+], predict the reaction product. The product is: [CH3:33][O:32][C:30](=[O:31])[C:29]1[CH:34]=[CH:35][C:26]([O:16][CH2:15][C:14]2[C:10]([C:7]3[CH:6]=[CH:5][C:4]([F:3])=[CH:9][CH:8]=3)=[N:11][O:12][C:13]=2/[CH:17]=[CH:18]/[C:19]2[CH:20]=[CH:21][CH:22]=[CH:23][CH:24]=2)=[N:27][CH:28]=1. (2) Given the reactants [CH3:1][O:2][C:3]1[CH:8]=[CH:7][C:6]([CH2:9][N:10]2[CH2:14][C:13]3([CH2:19][CH2:18][CH2:17][CH:16]([C:20]([O:22][CH3:23])=[O:21])[CH2:15]3)[O:12][C:11]2=[O:24])=[CH:5][CH:4]=1.C[Si]([N-][Si](C)(C)C)(C)C.[Na+].Cl[CH2:36][O:37][CH2:38][C:39]1[CH:44]=[CH:43][CH:42]=[CH:41][CH:40]=1, predict the reaction product. The product is: [CH3:1][O:2][C:3]1[CH:8]=[CH:7][C:6]([CH2:9][N:10]2[CH2:14][C:13]3([CH2:19][CH2:18][CH2:17][C:16]([CH2:36][O:37][CH2:38][C:39]4[CH:44]=[CH:43][CH:42]=[CH:41][CH:40]=4)([C:20]([O:22][CH3:23])=[O:21])[CH2:15]3)[O:12][C:11]2=[O:24])=[CH:5][CH:4]=1. (3) Given the reactants [CH3:1][C:2]1[CH:7]=[CH:6][CH:5]=[C:4]([CH3:8])[C:3]=1[CH2:9][NH:10][C:11]1[C:12]2[N:13]([C:26]([CH3:30])=[C:27]([CH3:29])[N:28]=2)[CH:14]=[C:15]([C:17]2[CH:22]=[CH:21][C:20]([N+:23]([O-])=O)=[CH:19][N:18]=2)[CH:16]=1.O.[Sn](Cl)Cl.C(=O)([O-])O.[Na+], predict the reaction product. The product is: [NH2:23][C:20]1[CH:21]=[CH:22][C:17]([C:15]2[CH:16]=[C:11]([NH:10][CH2:9][C:3]3[C:2]([CH3:1])=[CH:7][CH:6]=[CH:5][C:4]=3[CH3:8])[C:12]3[N:13]([C:26]([CH3:30])=[C:27]([CH3:29])[N:28]=3)[CH:14]=2)=[N:18][CH:19]=1. (4) Given the reactants Cl[C:2]1[CH:3]=[CH:4][C:5]([O:12][CH2:13][C:14]2[CH:19]=[CH:18][CH:17]=[CH:16][CH:15]=2)=[C:6]([CH2:8][C:9](=[S:11])[NH2:10])[CH:7]=1.[Br:20]C1C=CC(OCC2C=CC=CC=2)=C(CC(N)=O)C=1, predict the reaction product. The product is: [Br:20][C:2]1[CH:3]=[CH:4][C:5]([O:12][CH2:13][C:14]2[CH:19]=[CH:18][CH:17]=[CH:16][CH:15]=2)=[C:6]([CH2:8][C:9](=[S:11])[NH2:10])[CH:7]=1. (5) Given the reactants [F:1][C:2]1[CH:3]=[C:4]([OH:11])[CH:5]=[CH:6][C:7]=1[N+:8]([O-:10])=[O:9].Cl.[CH3:13][N:14]([CH3:18])[CH2:15][CH2:16]Cl.C(=O)([O-])[O-].[K+].[K+], predict the reaction product. The product is: [F:1][C:2]1[CH:3]=[C:4]([CH:5]=[CH:6][C:7]=1[N+:8]([O-:10])=[O:9])[O:11][CH2:16][CH2:15][N:14]([CH3:18])[CH3:13].